From a dataset of Forward reaction prediction with 1.9M reactions from USPTO patents (1976-2016). Predict the product of the given reaction. (1) Given the reactants [C:1]([OH:12])(=O)/[CH:2]=[CH:3]/[CH2:4][CH2:5][CH2:6][CH2:7][CH2:8][CH2:9][CH3:10].O[N:14]1[C:18](=O)[CH2:17][CH2:16]C1=O.[CH:21]1(N=C=NC2CCCCC2)CCCCC1, predict the reaction product. The product is: [CH2:18]([NH:14][C:1](=[O:12])/[CH:2]=[CH:3]/[CH2:4][CH2:5][CH2:6][CH2:7][CH2:8][CH2:9][CH3:10])[CH:17]([CH3:21])[CH3:16]. (2) Given the reactants [CH2:1]([N:8]1[CH2:13][CH2:12][CH:11]([OH:14])[CH2:10][CH2:9]1)[C:2]1[CH:7]=[CH:6][CH:5]=[CH:4][CH:3]=1.[Cl:15][C:16]1[CH:30]=[CH:29][CH:28]=[CH:27][C:17]=1[CH:18](O)[C:19]1[CH:24]=[CH:23][C:22]([Cl:25])=[CH:21][CH:20]=1.C1(C)C=CC(S(O)(=O)=O)=CC=1, predict the reaction product. The product is: [CH2:1]([N:8]1[CH2:13][CH2:12][CH:11]([O:14][CH:18]([C:19]2[CH:20]=[CH:21][C:22]([Cl:25])=[CH:23][CH:24]=2)[C:17]2[CH:27]=[CH:28][CH:29]=[CH:30][C:16]=2[Cl:15])[CH2:10][CH2:9]1)[C:2]1[CH:3]=[CH:4][CH:5]=[CH:6][CH:7]=1.